Dataset: Full USPTO retrosynthesis dataset with 1.9M reactions from patents (1976-2016). Task: Predict the reactants needed to synthesize the given product. (1) The reactants are: [O:1]=[C:2]1[N:7]([CH2:8][C:9]2[CH:10]=[C:11]([CH:15]=[CH:16][CH:17]=2)[C:12](Cl)=[O:13])[N:6]=[C:5]([C:18]2[O:22][N:21]=[C:20]([C:23]3[CH:28]=[CH:27][C:26]([C:29]([CH3:35])([CH3:34])[C:30]([F:33])([F:32])[F:31])=[CH:25][CH:24]=3)[N:19]=2)[CH:4]=[CH:3]1.[NH:36]1[CH2:41][CH2:40][O:39][CH2:38][CH2:37]1. Given the product [N:36]1([C:12]([C:11]2[CH:10]=[C:9]([CH:17]=[CH:16][CH:15]=2)[CH2:8][N:7]2[C:2](=[O:1])[CH:3]=[CH:4][C:5]([C:18]3[O:22][N:21]=[C:20]([C:23]4[CH:28]=[CH:27][C:26]([C:29]([CH3:35])([CH3:34])[C:30]([F:33])([F:31])[F:32])=[CH:25][CH:24]=4)[N:19]=3)=[N:6]2)=[O:13])[CH2:41][CH2:40][O:39][CH2:38][CH2:37]1, predict the reactants needed to synthesize it. (2) Given the product [Br:1][C:2]1[N:7]=[CH:6][C:5]2[CH:8]=[C:9]([C:11]3[CH:12]=[N:13][N:14]([CH3:16])[CH:15]=3)[N:10]([C:18]3[N:23]=[CH:22][CH:21]=[CH:20][N:19]=3)[C:4]=2[CH:3]=1, predict the reactants needed to synthesize it. The reactants are: [Br:1][C:2]1[N:7]=[CH:6][C:5]2[CH:8]=[C:9]([C:11]3[CH:12]=[N:13][N:14]([CH3:16])[CH:15]=3)[NH:10][C:4]=2[CH:3]=1.Br[C:18]1[N:23]=[CH:22][CH:21]=[CH:20][N:19]=1.C(=O)([O-])[O-].[K+].[K+]. (3) Given the product [F:21][C:2]([F:1])([F:20])[CH2:3][N:4]1[C:9](=[O:10])[C:8]([O:11][CH2:25][CH:22]2[CH2:24][CH2:23]2)=[C:7]([C:12]2[CH:17]=[CH:16][C:15]([S:18][CH3:19])=[CH:14][CH:13]=2)[CH:6]=[N:5]1, predict the reactants needed to synthesize it. The reactants are: [F:1][C:2]([F:21])([F:20])[CH2:3][N:4]1[C:9](=[O:10])[C:8]([OH:11])=[C:7]([C:12]2[CH:17]=[CH:16][C:15]([S:18][CH3:19])=[CH:14][CH:13]=2)[CH:6]=[N:5]1.[CH:22]1([CH2:25]O)[CH2:24][CH2:23]1.C1(P(C2C=CC=CC=2)C2C=CC=CC=2)C=CC=CC=1.N(C(OCC)=O)=NC(OCC)=O. (4) Given the product [CH2:67]([O:69][C:70](=[O:74])[CH2:71][CH2:72][NH:73][C:16](=[O:17])[C:15]1[CH:19]=[CH:20][C:12]([CH:11]([NH:21][C:22]([NH:24][C:25]2[CH:30]=[CH:29][C:28]([O:31][C:32]([F:34])([F:35])[F:33])=[CH:27][CH:26]=2)=[O:23])[C@H:8]2[CH2:9][CH2:10][C@H:5]([C:1]([CH3:2])([CH3:3])[CH3:4])[CH2:6][CH2:7]2)=[CH:13][CH:14]=1)[CH3:68], predict the reactants needed to synthesize it. The reactants are: [C:1]([C@H:5]1[CH2:10][CH2:9][C@H:8]([CH:11]([NH:21][C:22]([NH:24][C:25]2[CH:30]=[CH:29][C:28]([O:31][C:32]([F:35])([F:34])[F:33])=[CH:27][CH:26]=2)=[O:23])[C:12]2[CH:20]=[CH:19][C:15]([C:16](O)=[O:17])=[CH:14][CH:13]=2)[CH2:7][CH2:6]1)([CH3:4])([CH3:3])[CH3:2].ON1C2C=CC=CC=2N=N1.CN(C)CCCN=C=NCC.C(N(C(C)C)CC)(C)C.Cl.[CH2:67]([O:69][C:70](=[O:74])[CH2:71][CH2:72][NH2:73])[CH3:68]. (5) Given the product [Cl:18][C:12]1[CH:13]=[C:14]([Cl:17])[CH:15]=[CH:16][C:11]=1[C:10]([N:9]([C:20]1[CH:25]=[CH:24][C:23]([O:26][CH3:27])=[C:22]([O:28][CH3:29])[CH:21]=1)[C:7]1[S:8][C:4]2[CH:3]=[C:2]([NH:1][S:40]([CH3:39])(=[O:42])=[O:41])[CH:31]=[CH:30][C:5]=2[N:6]=1)=[O:19], predict the reactants needed to synthesize it. The reactants are: [NH2:1][C:2]1[CH:31]=[CH:30][C:5]2[N:6]=[C:7]([N:9]([C:20]3[CH:25]=[CH:24][C:23]([O:26][CH3:27])=[C:22]([O:28][CH3:29])[CH:21]=3)[C:10](=[O:19])[C:11]3[CH:16]=[CH:15][C:14]([Cl:17])=[CH:13][C:12]=3[Cl:18])[S:8][C:4]=2[CH:3]=1.CCN(CC)CC.[CH3:39][S:40](Cl)(=[O:42])=[O:41]. (6) Given the product [F:13][C:11]([F:14])([F:12])[C:8]1[N:5]2[N:6]=[CH:7][C:2]([CH:1]=[O:16])=[CH:3][C:4]2=[N:10][N:9]=1, predict the reactants needed to synthesize it. The reactants are: [CH3:1][C:2]1[CH:7]=[N:6][N:5]2[C:8]([C:11]([F:14])([F:13])[F:12])=[N:9][N:10]=[C:4]2[CH:3]=1.C[OH:16].